Dataset: hERG potassium channel inhibition data for cardiac toxicity prediction from Karim et al.. Task: Regression/Classification. Given a drug SMILES string, predict its toxicity properties. Task type varies by dataset: regression for continuous values (e.g., LD50, hERG inhibition percentage) or binary classification for toxic/non-toxic outcomes (e.g., AMES mutagenicity, cardiotoxicity, hepatotoxicity). Dataset: herg_karim. (1) The molecule is CCN(CC)CCOC(=O)c1ccc(N)cc1. The result is 0 (non-blocker). (2) The compound is O=C(Nc1ccc(-c2nnc(NCCCN3CCOCC3)o2)cc1)c1ccccc1F. The result is 0 (non-blocker). (3) The molecule is CS(=O)(=O)Nc1ccc2nc(CN3CCC(Cc4ccccc4)CC3)[nH]c2c1. The result is 1 (blocker). (4) The compound is CCC1Oc2ccc(Br)cc2C2(COC(N)=N2)C12COC2. The result is 0 (non-blocker).